This data is from Forward reaction prediction with 1.9M reactions from USPTO patents (1976-2016). The task is: Predict the product of the given reaction. (1) Given the reactants [Br:1][C:2]1[CH:3]=[CH:4][C:5]([OH:28])=[C:6]([CH:8]2[C:16]3[C:11](=[CH:12][CH:13]=[CH:14][CH:15]=3)[N:10]([CH2:17][C:18]3[O:19][C:20]([C:23]([F:26])([F:25])[F:24])=[CH:21][CH:22]=3)[C:9]2=[O:27])[CH:7]=1.[C:29]1(C(C2C=CC=CC=2)N2C3C(=CC=CC=3)C(C3C=C(C)C(OC)=CC=3O)C2=O)C=CC=CC=1, predict the reaction product. The product is: [Br:1][C:2]1[CH:3]=[CH:4][C:5]2[O:28][CH2:29][C:8]3([C:16]4[C:11](=[CH:12][CH:13]=[CH:14][CH:15]=4)[N:10]([CH2:17][C:18]4[O:19][C:20]([C:23]([F:26])([F:25])[F:24])=[CH:21][CH:22]=4)[C:9]3=[O:27])[C:6]=2[CH:7]=1. (2) Given the reactants [CH3:1][O:2][CH2:3][CH2:4][NH:5][C:6]1[CH:16]=[CH:15][C:9]([C:10]([O:12]CC)=[O:11])=[CH:8][C:7]=1[N+:17]([O-:19])=[O:18].[OH-].[Na+].Cl, predict the reaction product. The product is: [CH3:1][O:2][CH2:3][CH2:4][NH:5][C:6]1[CH:16]=[CH:15][C:9]([C:10]([OH:12])=[O:11])=[CH:8][C:7]=1[N+:17]([O-:19])=[O:18]. (3) Given the reactants [OH:1][CH2:2][C:3]1[CH:8]=[C:7]([O:9][CH3:10])[C:6]([CH2:11][CH2:12][CH2:13][OH:14])=[C:5]([O:15][CH3:16])[CH:4]=1, predict the reaction product. The product is: [OH:14][CH2:13][CH2:12][CH2:11][C:6]1[C:5]([O:15][CH3:16])=[CH:4][C:3]([CH:2]=[O:1])=[CH:8][C:7]=1[O:9][CH3:10]. (4) Given the reactants [C:1]1([CH2:7][C:8]([NH:10][C:11]#[N:12])=[O:9])[CH:6]=[CH:5][CH:4]=[CH:3][CH:2]=1.[ClH:13].[C:14]([C:18]1[CH:24]=[CH:23][C:21]([NH2:22])=[CH:20][CH:19]=1)([CH3:17])([CH3:16])[CH3:15], predict the reaction product. The product is: [ClH:13].[C:1]1([CH2:7][C:8]([NH:10][C:11]([NH:22][C:21]2[CH:23]=[CH:24][C:18]([C:14]([CH3:17])([CH3:16])[CH3:15])=[CH:19][CH:20]=2)=[NH:12])=[O:9])[CH:6]=[CH:5][CH:4]=[CH:3][CH:2]=1. (5) Given the reactants [CH2:1]([N:8]=[C:9]=[O:10])[C:2]1[CH:7]=[CH:6][CH:5]=[CH:4][CH:3]=1.[C:11]1([C:17]2([CH2:27][OH:28])[C:21]3[CH2:22][NH:23][CH2:24][CH2:25][C:20]=3[C:19](=[O:26])[O:18]2)[CH:16]=[CH:15][CH:14]=[CH:13][CH:12]=1, predict the reaction product. The product is: [CH2:1]([NH:8][C:9]([N:23]1[CH2:24][CH2:25][C:20]2[C:19](=[O:26])[O:18][C:17]([CH2:27][OH:28])([C:11]3[CH:16]=[CH:15][CH:14]=[CH:13][CH:12]=3)[C:21]=2[CH2:22]1)=[O:10])[C:2]1[CH:7]=[CH:6][CH:5]=[CH:4][CH:3]=1. (6) Given the reactants Br[C:2]1[CH:3]=[C:4]2[C:8](=[CH:9][CH:10]=1)[N:7]([CH:11]1[CH2:16][CH2:15][CH2:14][CH2:13][O:12]1)[N:6]=[C:5]2[C:17]1[N:22]=[C:21]([O:23][C@H:24]2[CH2:31][N:30]([C:32]([O:34][C:35]([CH3:38])([CH3:37])[CH3:36])=[O:33])[CH2:29][CH2:28][C:25]32[CH2:27][CH2:26]3)[CH:20]=[N:19][CH:18]=1.[O:39]1[CH2:44][CH:43]=[C:42](B2OC(C)(C)C(C)(C)O2)[CH2:41][CH2:40]1.P([O-])([O-])([O-])=O.[K+].[K+].[K+], predict the reaction product. The product is: [O:39]1[CH2:40][CH:41]=[C:42]([C:2]2[CH:3]=[C:4]3[C:8](=[CH:9][CH:10]=2)[N:7]([CH:11]2[CH2:16][CH2:15][CH2:14][CH2:13][O:12]2)[N:6]=[C:5]3[C:17]2[N:22]=[C:21]([O:23][C@H:24]3[CH2:31][N:30]([C:32]([O:34][C:35]([CH3:36])([CH3:38])[CH3:37])=[O:33])[CH2:29][CH2:28][C:25]43[CH2:26][CH2:27]4)[CH:20]=[N:19][CH:18]=2)[CH2:43][CH2:44]1.